From a dataset of NCI-60 drug combinations with 297,098 pairs across 59 cell lines. Regression. Given two drug SMILES strings and cell line genomic features, predict the synergy score measuring deviation from expected non-interaction effect. Drug 1: CC12CCC3C(C1CCC2=O)CC(=C)C4=CC(=O)C=CC34C. Drug 2: C1=CN(C(=O)N=C1N)C2C(C(C(O2)CO)O)O.Cl. Cell line: KM12. Synergy scores: CSS=48.0, Synergy_ZIP=-2.50, Synergy_Bliss=-6.33, Synergy_Loewe=-4.67, Synergy_HSA=-4.71.